From a dataset of Full USPTO retrosynthesis dataset with 1.9M reactions from patents (1976-2016). Predict the reactants needed to synthesize the given product. (1) Given the product [Br:1][C:2]1[C:3]([N:8]2[C:12]([CH2:13][C:14]3[N:19]=[CH:18][N:17]4[N:20]=[C:21]([N:27]5[CH2:31][CH2:30][CH2:29][CH2:28]5)[N:22]=[C:16]4[C:15]=3[CH2:24][CH2:25][CH3:26])=[CH:11][CH:10]=[N:9]2)=[N:4][CH:5]=[CH:6][CH:7]=1, predict the reactants needed to synthesize it. The reactants are: [Br:1][C:2]1[C:3]([N:8]2[C:12]([CH2:13][C:14]3[N:19]=[CH:18][N:17]4[N:20]=[C:21](Cl)[N:22]=[C:16]4[C:15]=3[CH2:24][CH2:25][CH3:26])=[CH:11][CH:10]=[N:9]2)=[N:4][CH:5]=[CH:6][CH:7]=1.[NH:27]1[CH2:31][CH2:30][CH2:29][CH2:28]1. (2) Given the product [CH3:28][O:29][C:30](=[O:34])[CH2:31][N:32]([CH3:33])[C:22](=[O:23])[C:21]1[CH:20]=[CH:19][C:18]([S:15](=[O:16])(=[O:17])[NH:14][C:9]2[CH:10]=[CH:11][CH:12]=[CH:13][C:8]=2[O:1][C:2]2[CH:3]=[CH:4][CH:5]=[CH:6][CH:7]=2)=[CH:26][CH:25]=1, predict the reactants needed to synthesize it. The reactants are: [O:1]([C:8]1[CH:13]=[CH:12][CH:11]=[CH:10][C:9]=1[NH:14][S:15]([C:18]1[CH:26]=[CH:25][C:21]([C:22](O)=[O:23])=[CH:20][CH:19]=1)(=[O:17])=[O:16])[C:2]1[CH:7]=[CH:6][CH:5]=[CH:4][CH:3]=1.Cl.[CH3:28][O:29][C:30](=[O:34])[CH2:31][NH:32][CH3:33]. (3) Given the product [O:11]=[CH:12][CH2:13][CH2:14][CH2:15][CH2:16][CH2:17][NH:18][C:19](=[O:25])[O:20][C:21]([CH3:23])([CH3:22])[CH3:24], predict the reactants needed to synthesize it. The reactants are: C(Cl)(=O)C(Cl)=O.CS(C)=O.[OH:11][CH2:12][CH2:13][CH2:14][CH2:15][CH2:16][CH2:17][NH:18][C:19](=[O:25])[O:20][C:21]([CH3:24])([CH3:23])[CH3:22].C(N(CC)CC)C. (4) Given the product [F:1][C:2]1[C:3]([N:9]2[C:13]([CH3:14])=[C:12]([C:15]([O:17][C:22]([CH3:30])([CH3:23])[CH3:21])=[O:16])[CH:11]=[N:10]2)=[N:4][CH:5]=[CH:6][C:7]=1[CH3:8], predict the reactants needed to synthesize it. The reactants are: [F:1][C:2]1[C:3]([N:9]2[C:13]([CH3:14])=[C:12]([C:15]([OH:17])=[O:16])[CH:11]=[N:10]2)=[N:4][CH:5]=[CH:6][C:7]=1[CH3:8].CN([CH:21]=[C:22]([C:30](=O)C)[C:23](OC(C)(C)C)=O)C.CCN(CC)CC.